From a dataset of Full USPTO retrosynthesis dataset with 1.9M reactions from patents (1976-2016). Predict the reactants needed to synthesize the given product. The reactants are: [Br:1][C:2]1[CH:7]=[C:6]([O:8]C)[CH:5]=[CH:4][C:3]=1[CH2:10][C:11]([CH3:19])([CH3:18])[CH2:12][C:13]([O:15][CH2:16][CH3:17])=[O:14].B(Br)(Br)Br. Given the product [Br:1][C:2]1[CH:7]=[C:6]([OH:8])[CH:5]=[CH:4][C:3]=1[CH2:10][C:11]([CH3:18])([CH3:19])[CH2:12][C:13]([O:15][CH2:16][CH3:17])=[O:14], predict the reactants needed to synthesize it.